Dataset: Forward reaction prediction with 1.9M reactions from USPTO patents (1976-2016). Task: Predict the product of the given reaction. (1) Given the reactants [C:1]([O:5][C:6]([NH:8][C@@H:9]([CH2:42][C:43]1[CH:48]=[CH:47][CH:46]=[CH:45][CH:44]=1)[CH2:10][C@@H:11]1[O:15][C:14]([CH3:17])([CH3:16])[N:13]([C:18]([O:20][CH2:21][C:22]2[CH:27]=[CH:26][CH:25]=[CH:24][CH:23]=2)=[O:19])[C@H:12]1[CH2:28][C:29]1[CH:34]=[CH:33][C:32](OC(=O)C(F)(F)F)=[CH:31][CH:30]=1)=[O:7])([CH3:4])([CH3:3])[CH3:2].[Li+].[Cl-].C([Sn](CCCC)(CCCC)[C:56]1[CH:57]=[N:58][CH:59]=[CH:60][CH:61]=1)CCC, predict the reaction product. The product is: [C:1]([O:5][C:6]([NH:8][C@@H:9]([CH2:42][C:43]1[CH:48]=[CH:47][CH:46]=[CH:45][CH:44]=1)[CH2:10][C@@H:11]1[O:15][C:14]([CH3:16])([CH3:17])[N:13]([C:18]([O:20][CH2:21][C:22]2[CH:23]=[CH:24][CH:25]=[CH:26][CH:27]=2)=[O:19])[C@H:12]1[CH2:28][C:29]1[CH:30]=[CH:31][C:32]([C:56]2[CH:57]=[N:58][CH:59]=[CH:60][CH:61]=2)=[CH:33][CH:34]=1)=[O:7])([CH3:2])([CH3:3])[CH3:4]. (2) The product is: [C:1]1([S:7]([CH:10]([C:19]2[CH:24]=[CH:23][C:22]([C:25]#[N:26])=[CH:21][C:20]=2[C:38]([F:41])([F:40])[F:39])[NH:11][C:12](=[O:18])[O:13][C:14]([CH3:17])([CH3:16])[CH3:15])(=[O:9])=[O:8])[CH:6]=[CH:5][CH:4]=[CH:3][CH:2]=1. Given the reactants [C:1]1([S:7]([CH:10]([C:19]2[CH:24]=[CH:23][C:22]([C:25]#[N:26])=[CH:21][C:20]=2Br)[NH:11][C:12](=[O:18])[O:13][C:14]([CH3:17])([CH3:16])[CH3:15])(=[O:9])=[O:8])[CH:6]=[CH:5][CH:4]=[CH:3][CH:2]=1.C(C1C=CC(C#N)=CC=1[C:38]([F:41])([F:40])[F:39])=O, predict the reaction product. (3) Given the reactants [C:1]([O:8][CH2:9][CH3:10])(=[O:7])[C:2]([O:4]CC)=O.[O-]CC.[Na+].[CH3:15][C:16]1[CH:17]=[CH:18][C:19]([C:22](=[O:24])[CH3:23])=[N:20][CH:21]=1, predict the reaction product. The product is: [CH2:9]([O:8][C:1](=[O:7])[C:2](=[O:4])[CH2:23][C:22]([C:19]1[CH:18]=[CH:17][C:16]([CH3:15])=[CH:21][N:20]=1)=[O:24])[CH3:10]. (4) Given the reactants [F:1][C:2]([F:10])([F:9])[C:3]([F:8])([F:7])[C:4]([O-])=O.[Na+].Cl[C:13]1[CH:18]=[CH:17]C(I)=[CH:15][N:14]=1.[CH3:20][NH2:21].N.C(=O)(O)[O-].[Na+], predict the reaction product. The product is: [CH3:20][NH:21][C:13]1[CH:18]=[CH:17][C:4]([C:3]([F:8])([F:7])[C:2]([F:10])([F:9])[F:1])=[CH:15][N:14]=1. (5) Given the reactants Br[C:2]1[CH:7]=[CH:6][CH:5]=[C:4]([CH2:8][F:9])[N:3]=1.[CH2:10]([N:14]1[N:18]=[C:17]2[CH:19]=[CH:20][C:21]([CH3:24])=[C:22]([CH3:23])[C:16]2=[N:15]1)[CH2:11][C:12]#[CH:13], predict the reaction product. The product is: [F:9][CH2:8][C:4]1[N:3]=[C:2]([C:13]#[C:12][CH2:11][CH2:10][N:14]2[N:18]=[C:17]3[CH:19]=[CH:20][C:21]([CH3:24])=[C:22]([CH3:23])[C:16]3=[N:15]2)[CH:7]=[CH:6][CH:5]=1. (6) Given the reactants CC(C)COC(=O)[NH:6][C:7]1[CH:12]=[CH:11][C:10]([C:13]2[CH2:14][CH2:15][S:16][CH2:17][CH:18]=2)=[C:9]([F:19])[CH:8]=1.[C:22]([O:25][C@H:26]([CH2:32]Cl)[CH2:27][NH:28][C:29](=[O:31])[CH3:30])(=[O:24])C.CC(C)([O-])C.[Li+].C(O)(=O)C, predict the reaction product. The product is: [S:16]1[CH2:15][CH:14]=[C:13]([C:10]2[CH:11]=[CH:12][C:7]([N:6]3[CH2:32][C@H:26]([CH2:27][NH:28][C:29](=[O:31])[CH3:30])[O:25][C:22]3=[O:24])=[CH:8][C:9]=2[F:19])[CH2:18][CH2:17]1. (7) Given the reactants [C:1]([O:5][C:6]([NH:8][C@@H:9]([C:19]([OH:21])=O)[CH2:10][C:11]1[CH:16]=[CH:15][C:14]([C:17]#[N:18])=[CH:13][CH:12]=1)=[O:7])([CH3:4])([CH3:3])[CH3:2].CCN(C(C)C)C(C)C.Cl.[CH3:32][O:33][C:34]1[CH:35]=[C:36]([C:42]2[C@@H:51]3[C@@H:46]([CH2:47][CH2:48][CH2:49][CH2:50]3)[C:45](=[O:52])[N:44]([CH:53]3[CH2:58][CH2:57][NH:56][CH2:55][CH2:54]3)[N:43]=2)[CH:37]=[CH:38][C:39]=1[O:40][CH3:41].CCOC(C(C#N)=NOC(N1CCOCC1)=[N+](C)C)=O.F[P-](F)(F)(F)(F)F.C(=O)(O)[O-].[Na+], predict the reaction product. The product is: [C:17]([C:14]1[CH:13]=[CH:12][C:11]([CH2:10][C@@H:9]([NH:8][C:6](=[O:7])[O:5][C:1]([CH3:2])([CH3:3])[CH3:4])[C:19]([N:56]2[CH2:57][CH2:58][CH:53]([N:44]3[N:43]=[C:42]([C:36]4[CH:37]=[CH:38][C:39]([O:40][CH3:41])=[C:34]([O:33][CH3:32])[CH:35]=4)[C@@H:51]4[C@@H:46]([CH2:47][CH2:48][CH2:49][CH2:50]4)[C:45]3=[O:52])[CH2:54][CH2:55]2)=[O:21])=[CH:16][CH:15]=1)#[N:18]. (8) Given the reactants C(=O)([O-])[O-].[K+].[K+].[C:7]1([CH2:13][CH2:14][CH2:15][NH2:16])[CH:12]=[CH:11][CH:10]=[CH:9][CH:8]=1.[CH:17]1[C:26]2[C:21](=[CH:22][CH:23]=[CH:24][CH:25]=2)[CH:20]=[CH:19][C:18]=1[O:27][CH2:28][CH2:29]Cl, predict the reaction product. The product is: [C:7]1([CH2:13][CH2:14][CH2:15][NH:16][CH2:29][CH2:28][O:27][C:18]2[CH:19]=[CH:20][C:21]3[C:26](=[CH:25][CH:24]=[CH:23][CH:22]=3)[CH:17]=2)[CH:12]=[CH:11][CH:10]=[CH:9][CH:8]=1. (9) Given the reactants Cl[C:2]1[CH:17]=[C:6]2[C:7]3[C:12]([CH2:13][CH2:14][N:5]2[C:4](=[O:18])[N:3]=1)=[CH:11][C:10]([O:15][CH3:16])=[CH:9][CH:8]=3.[CH3:19][O:20][C:21]1[CH:22]=[C:23]([CH:26]=[CH:27][CH:28]=1)[CH2:24][NH2:25], predict the reaction product. The product is: [CH3:16][O:15][C:10]1[CH:11]=[C:12]2[C:7](=[CH:8][CH:9]=1)[C:6]1=[CH:17][C:2]([NH:25][CH2:24][C:23]3[CH:26]=[CH:27][CH:28]=[C:21]([O:20][CH3:19])[CH:22]=3)=[N:3][C:4](=[O:18])[N:5]1[CH2:14][CH2:13]2. (10) Given the reactants [CH:1]1([CH2:4][O:5][C:6]2[CH:11]=[CH:10][C:9]([O:12][CH3:13])=[CH:8][C:7]=2[C:14]2[C:15]3[N:22]([CH2:23][O:24][CH2:25][CH2:26][Si:27]([CH3:30])([CH3:29])[CH3:28])[C:21]([CH3:31])=[C:20]([C:32]([OH:34])=O)[C:16]=3[N:17]=[CH:18][N:19]=2)[CH2:3][CH2:2]1.[NH2:35][C@@H:36]1[CH2:41][CH2:40][C@H:39]([NH:42][C:43](=[O:49])[O:44][C:45]([CH3:48])([CH3:47])[CH3:46])[CH2:38][CH2:37]1, predict the reaction product. The product is: [C:45]([O:44][C:43](=[O:49])[NH:42][C@H:39]1[CH2:38][CH2:37][C@@H:36]([NH:35][C:32]([C:20]2[C:16]3[N:17]=[CH:18][N:19]=[C:14]([C:7]4[CH:8]=[C:9]([O:12][CH3:13])[CH:10]=[CH:11][C:6]=4[O:5][CH2:4][CH:1]4[CH2:2][CH2:3]4)[C:15]=3[N:22]([CH2:23][O:24][CH2:25][CH2:26][Si:27]([CH3:28])([CH3:29])[CH3:30])[C:21]=2[CH3:31])=[O:34])[CH2:41][CH2:40]1)([CH3:48])([CH3:46])[CH3:47].